From a dataset of Reaction yield outcomes from USPTO patents with 853,638 reactions. Predict the reaction yield, written as a fraction of the theoretical maximum amount of product (1.0 means a 100% yield; for example, 0.34 means a 34% yield). (1) The reactants are [Cl:1][C:2]1[CH:7]=[CH:6][C:5]([CH:8]2[CH2:10][CH:9]2[CH2:11]Cl)=[CH:4][C:3]=1[Cl:13].[I-].[Na+].[NH:16]1[C:26]2[C:21](=[CH:22][CH:23]=[CH:24][CH:25]=2)[C:19](=[O:20])[C:17]1=[O:18].C([O-])([O-])=O.[Cs+].[Cs+]. The catalyst is CN(C=O)C.CC(C)=O. The product is [Cl:13][C:3]1[CH:4]=[C:5]([CH:8]2[CH2:10][CH:9]2[CH2:11][N:16]2[C:26]3[C:21](=[CH:22][CH:23]=[CH:24][CH:25]=3)[C:19](=[O:20])[C:17]2=[O:18])[CH:6]=[CH:7][C:2]=1[Cl:1]. The yield is 0.420. (2) The reactants are [Cl:1][C:2]1[C:3]([S:8][CH2:9][C:10]([OH:12])=O)=[N:4][CH:5]=[CH:6][CH:7]=1.[CH3:13][C:14]1[CH:15]=[CH:16][CH:17]=[C:18]2[C:23]=1[NH:22][CH2:21][CH2:20][CH2:19]2.CCN=C=NCCCN(C)C. The catalyst is C1COCC1.CN(C1C=CN=CC=1)C.C(Cl)Cl. The product is [Cl:1][C:2]1[C:3]([S:8][CH2:9][C:10]([N:22]2[C:23]3[C:18](=[CH:17][CH:16]=[CH:15][C:14]=3[CH3:13])[CH2:19][CH2:20][CH2:21]2)=[O:12])=[N:4][CH:5]=[CH:6][CH:7]=1. The yield is 0.330.